From a dataset of hERG Central: cardiac toxicity at 1µM, 10µM, and general inhibition. Predict hERG channel inhibition at various concentrations. (1) The compound is COc1cccc(CN2CCC(n3nccc3NC(=O)CCCc3ccccc3)CC2)c1O. Results: hERG_inhib (hERG inhibition (general)): blocker. (2) The molecule is COc1ccc(NC(=O)N2CCN(c3ccc([N+](=O)[O-])cc3)CC2)cc1OC. Results: hERG_inhib (hERG inhibition (general)): blocker.